From a dataset of Reaction yield outcomes from USPTO patents with 853,638 reactions. Predict the reaction yield, written as a fraction of the theoretical maximum amount of product (1.0 means a 100% yield; for example, 0.34 means a 34% yield). (1) The reactants are [C:1]([O:5][C:6]([NH:8][CH:9]([O:23][C:24](=[O:30])[CH2:25][CH2:26][CH2:27][CH2:28][CH3:29])[C@H:10]([CH3:22])[CH:11]=[CH:12][C:13]1[CH:14]=[CH:15][C:16]2[CH:20]=[CH:19][S:18][C:17]=2[CH:21]=1)=[O:7])([CH3:4])([CH3:3])[CH3:2]. The catalyst is CO.[Pd]. The product is [C:1]([O:5][C:6]([NH:8][CH:9]([O:23][C:24](=[O:30])[CH2:25][CH2:26][CH2:27][CH2:28][CH3:29])[C@H:10]([CH3:22])[CH2:11][CH2:12][C:13]1[CH:14]=[CH:15][C:16]2[CH:20]=[CH:19][S:18][C:17]=2[CH:21]=1)=[O:7])([CH3:2])([CH3:4])[CH3:3]. The yield is 0.870. (2) The product is [CH:34]1([N:31]2[C:30](=[O:39])[N:29]([CH3:40])[C:28]3[C:32]2=[N:33][C:25]([NH:1][C:2]2[CH:7]=[CH:6][C:5]([S:8]([NH2:11])(=[O:9])=[O:10])=[CH:4][C:3]=2[CH3:12])=[N:26][CH:27]=3)[CH2:35][CH2:36][CH2:37][CH2:38]1. The catalyst is CC(C)CC(O)C. The reactants are [NH2:1][C:2]1[CH:7]=[CH:6][C:5]([S:8]([NH2:11])(=[O:10])=[O:9])=[CH:4][C:3]=1[CH3:12].CC1C=CC(S(O)(=O)=O)=CC=1.Cl[C:25]1[N:33]=[C:32]2[C:28]([N:29]([CH3:40])[C:30](=[O:39])[N:31]2[CH:34]2[CH2:38][CH2:37][CH2:36][CH2:35]2)=[CH:27][N:26]=1.C(O)CCC. The yield is 0.210. (3) The reactants are [CH2:1]([O:3][C:4](=[O:42])[CH:5]([N:7]([O:35][C:36]1[CH:41]=[CH:40][CH:39]=[CH:38][CH:37]=1)[PH:8]([CH2:10][C:11]([CH3:34])=[CH:12][CH2:13][C:14]1[C:15]([O:27]CC[Si](C)(C)C)=[C:16]2[C:20](=[C:21]([CH3:25])[C:22]=1[CH2:23][CH3:24])[CH2:19][O:18][C:17]2=[O:26])=[O:9])[CH3:6])[CH3:2].N1C=CC=CC=1. The catalyst is C(O)(C(F)(F)F)=O.C(Cl)Cl. The product is [CH2:1]([O:3][C:4](=[O:42])[CH:5]([N:7]([O:35][C:36]1[CH:41]=[CH:40][CH:39]=[CH:38][CH:37]=1)[PH:8]([CH2:10][C:11]([CH3:34])=[CH:12][CH2:13][C:14]1[C:15]([OH:27])=[C:16]2[C:20](=[C:21]([CH3:25])[C:22]=1[CH2:23][CH3:24])[CH2:19][O:18][C:17]2=[O:26])=[O:9])[CH3:6])[CH3:2]. The yield is 0.870. (4) The reactants are [F:1][C:2]1[CH:3]=[CH:4][C:5]([NH:8][NH2:9])=[N:6][CH:7]=1.CCN(C(C)C)C(C)C.[CH2:19]([N:22]([CH2:26][CH:27]=[CH2:28])[C:23](Cl)=[O:24])[CH:20]=[CH2:21]. The catalyst is C(Cl)Cl.CO. The product is [F:1][C:2]1[CH:3]=[CH:4][C:5]([NH:8][NH:9][C:23]([N:22]([CH2:26][CH:27]=[CH2:28])[CH2:19][CH:20]=[CH2:21])=[O:24])=[N:6][CH:7]=1. The yield is 0.460.